This data is from Catalyst prediction with 721,799 reactions and 888 catalyst types from USPTO. The task is: Predict which catalyst facilitates the given reaction. (1) Reactant: [F:1][C:2]1[CH:7]=[CH:6][C:5]([Br:8])=[CH:4][C:3]=1[OH:9].C([O-])([O-])=O.[Cs+].[Cs+].Br[CH2:17][CH2:18][CH:19]=[CH2:20]. Product: [Br:8][C:5]1[CH:6]=[CH:7][C:2]([F:1])=[C:3]([O:9][CH2:20][CH2:19][CH:18]=[CH2:17])[CH:4]=1. The catalyst class is: 18. (2) Reactant: [NH2:1][C:2]1[N:7]=[C:6]([C:8]2[O:9][CH:10]=[CH:11][CH:12]=2)[C:5]([C:13]#[N:14])=[C:4](SC)[N:3]=1.[CH3:17][CH2:18][O-:19].[Na+]. Product: [NH2:1][C:2]1[N:3]=[C:4]([O:19][CH2:18][CH3:17])[C:5]([C:13]#[N:14])=[C:6]([C:8]2[O:9][CH:10]=[CH:11][CH:12]=2)[N:7]=1. The catalyst class is: 8. (3) Reactant: C(NC(C)C)(C)C.C([Li])CCC.[O:13]1[CH2:18][CH2:17][C:16](=[O:19])[CH2:15][CH2:14]1.[CH3:20][O:21][CH2:22]Br. Product: [CH3:20][O:21][CH2:22][CH:15]1[C:16](=[O:19])[CH2:17][CH2:18][O:13][CH2:14]1. The catalyst class is: 1. (4) Reactant: [NH:1]1[C:11]2[C:6](=[CH:7][CH:8]=[CH:9][CH:10]=2)[C:4](=[O:5])[C:2]1=[O:3].[C:12](O)(=O)[CH3:13].[CH2:16](O)[CH3:17]. Product: [CH:17]1([CH2:12][CH2:13][N:1]2[C:11]3[C:6](=[CH:7][CH:8]=[CH:9][CH:10]=3)[C:4](=[O:5])[C:2]2=[O:3])[CH2:16][CH2:7][CH2:6][CH2:4][CH2:2]1. The catalyst class is: 1.